This data is from NCI-60 drug combinations with 297,098 pairs across 59 cell lines. The task is: Regression. Given two drug SMILES strings and cell line genomic features, predict the synergy score measuring deviation from expected non-interaction effect. Drug 1: C1CC(C1)(C(=O)O)C(=O)O.[NH2-].[NH2-].[Pt+2]. Drug 2: C1C(C(OC1N2C=NC(=NC2=O)N)CO)O. Cell line: HL-60(TB). Synergy scores: CSS=63.9, Synergy_ZIP=-0.238, Synergy_Bliss=1.72, Synergy_Loewe=3.63, Synergy_HSA=4.21.